From a dataset of Catalyst prediction with 721,799 reactions and 888 catalyst types from USPTO. Predict which catalyst facilitates the given reaction. Reactant: Br[C:2]1[CH:7]=[C:6]([CH3:8])[C:5]([CH:9]([C:17]2[CH:22]=[C:21]([F:23])[CH:20]=[CH:19][C:18]=2[F:24])[S:10][C:11]2[CH:16]=[CH:15][CH:14]=[CH:13][CH:12]=2)=[CH:4][N:3]=1.C([Li])CCC.CN(C)[CH:32]=[O:33].O. Product: [F:24][C:18]1[CH:19]=[CH:20][C:21]([F:23])=[CH:22][C:17]=1[CH:9]([S:10][C:11]1[CH:16]=[CH:15][CH:14]=[CH:13][CH:12]=1)[C:5]1[C:6]([CH3:8])=[CH:7][C:2]([CH:32]=[O:33])=[N:3][CH:4]=1. The catalyst class is: 11.